Task: Predict the reactants needed to synthesize the given product.. Dataset: Full USPTO retrosynthesis dataset with 1.9M reactions from patents (1976-2016) (1) Given the product [C:13]([N:16]1[CH:21]([CH3:22])[CH2:20][N:19]([C:23]2[CH:24]=[CH:25][C:26]([C:27]3[NH:6][C:4](=[O:5])[C:3]4[C:2](=[CH:10][C:9]([F:11])=[CH:8][C:7]=4[F:12])[N:1]=3)=[CH:29][CH:30]=2)[CH2:18][CH:17]1[CH3:31])(=[O:15])[CH3:14], predict the reactants needed to synthesize it. The reactants are: [NH2:1][C:2]1[CH:10]=[C:9]([F:11])[CH:8]=[C:7]([F:12])[C:3]=1[C:4]([NH2:6])=[O:5].[C:13]([N:16]1[CH:21]([CH3:22])[CH2:20][N:19]([C:23]2[CH:30]=[CH:29][C:26]([CH:27]=O)=[CH:25][CH:24]=2)[CH2:18][CH:17]1[CH3:31])(=[O:15])[CH3:14].S([O-])(O)=O.[Na+].O.C1(C)C=CC(S(O)(=O)=O)=CC=1. (2) The reactants are: [OH:1][C@@H:2]1[C@H:6]2[N:7]([C:21]([O:23][C:24]([CH3:27])([CH3:26])[CH3:25])=[O:22])[CH2:8][C@@H:9](OS(C3C=CC(C)=CC=3)(=O)=O)[C@H:5]2[O:4][CH2:3]1.[CH3:28][S-:29].[Na+].[Cl-].[NH4+]. Given the product [OH:1][C@@H:2]1[C@H:6]2[N:7]([C:21]([O:23][C:24]([CH3:25])([CH3:26])[CH3:27])=[O:22])[CH2:8][C@H:9]([S:29][CH3:28])[C@H:5]2[O:4][CH2:3]1, predict the reactants needed to synthesize it. (3) Given the product [CH2:15]([N:2]1[CH2:3][C@@H:4]2[CH2:7][C@H:1]1[CH:6]=[CH:5]2)[C:16]1[CH:21]=[CH:20][CH:19]=[CH:18][CH:17]=1, predict the reactants needed to synthesize it. The reactants are: [C@H:1]12[CH2:7][C@H:4]([CH:5]=[CH:6]1)[C:3](=O)[NH:2]2.[H-].[H-].[H-].[H-].[Li+].[Al+3].[CH2:15](Br)[C:16]1[CH:21]=[CH:20][CH:19]=[CH:18][CH:17]=1.C([O-])([O-])=O.[Na+].[Na+]. (4) Given the product [CH3:1][O:2][P:3]([CH2:7][C:8]1[CH:9]=[CH:10][C:11]([C:14](=[O:28])[NH:15][C:16]2[CH:21]=[C:20]([C:22]3[S:23][CH:24]=[CH:25][CH:26]=3)[CH:19]=[CH:18][C:17]=2[NH2:27])=[CH:12][CH:13]=1)(=[O:4])[OH:6], predict the reactants needed to synthesize it. The reactants are: [CH3:1][O:2][P:3]([CH2:7][C:8]1[CH:13]=[CH:12][C:11]([C:14](=[O:28])[NH:15][C:16]2[CH:21]=[C:20]([C:22]3[S:23][CH:24]=[CH:25][CH:26]=3)[CH:19]=[CH:18][C:17]=2[NH2:27])=[CH:10][CH:9]=1)(=[O:6])[O:4]C.[OH-].[Na+].C(O)(C(F)(F)F)=O. (5) Given the product [CH2:12]([O:14][C:15]([C:17]1[CH:18]=[N:19][N:20]([CH3:25])[C:21]=1[C:22](=[O:23])[NH:10][C:7]1[CH:8]=[CH:9][N:4]2[N:3]=[C:2]([Br:1])[N:11]=[C:5]2[CH:6]=1)=[O:16])[CH3:13], predict the reactants needed to synthesize it. The reactants are: [Br:1][C:2]1[N:11]=[C:5]2[CH:6]=[C:7]([NH2:10])[CH:8]=[CH:9][N:4]2[N:3]=1.[CH2:12]([O:14][C:15]([C:17]1[CH:18]=[N:19][N:20]([CH3:25])[C:21]=1[C:22](O)=[O:23])=[O:16])[CH3:13].CCCP(=O)=O.C(N(CC)C(C)C)(C)C. (6) Given the product [Cl:17][C:18]1[S:22][C:21]([CH2:23][C:24]([NH:1][N:2]2[N:11]=[C:10]([C:12]([F:15])([F:13])[F:14])[C:9]3[C:4](=[CH:5][CH:6]=[CH:7][CH:8]=3)[C:3]2=[O:16])=[O:25])=[CH:20][CH:19]=1, predict the reactants needed to synthesize it. The reactants are: [NH2:1][N:2]1[N:11]=[C:10]([C:12]([F:15])([F:14])[F:13])[C:9]2[C:4](=[CH:5][CH:6]=[CH:7][CH:8]=2)[C:3]1=[O:16].[Cl:17][C:18]1[S:22][C:21]([CH2:23][C:24](O)=[O:25])=[CH:20][CH:19]=1. (7) Given the product [F:1][C:2]1[CH:7]=[CH:6][C:5]([C:8]2([CH2:9][O:10][CH2:11][CH:12]=[CH2:13])[C:24](=[O:26])[NH:23][C:18](=[O:21])[NH:22]2)=[CH:4][CH:3]=1, predict the reactants needed to synthesize it. The reactants are: [F:1][C:2]1[CH:7]=[CH:6][C:5]([C:8](=O)[CH2:9][O:10][CH2:11][CH:12]=[CH2:13])=[CH:4][CH:3]=1.[C-]#N.[K+].[C:18](=[O:21])([O-])[O-].[NH4+:22].[NH4+:23].[CH2:24]([OH:26])C.O. (8) Given the product [CH3:29][O:28][C:21]1[CH:22]=[C:23]([O:26][CH3:27])[CH:24]=[CH:25][C:20]=1[NH:19][C:17]1[N:16]=[C:15]2[C:11]([N:12]=[CH:13][NH:14]2)=[C:10]([NH:9][CH:6]2[CH2:7][CH2:8][CH:3]([CH2:2][NH:1][S:40]([CH3:39])(=[O:42])=[O:41])[CH2:4][CH2:5]2)[N:18]=1, predict the reactants needed to synthesize it. The reactants are: [NH2:1][CH2:2][CH:3]1[CH2:8][CH2:7][CH:6]([NH:9][C:10]2[N:18]=[C:17]([NH:19][C:20]3[CH:25]=[CH:24][C:23]([O:26][CH3:27])=[CH:22][C:21]=3[O:28][CH3:29])[N:16]=[C:15]3[C:11]=2[N:12]=[CH:13][NH:14]3)[CH2:5][CH2:4]1.C(N(C(C)C)CC)(C)C.[CH3:39][S:40](Cl)(=[O:42])=[O:41]. (9) Given the product [CH2:33]([N:21]1[CH:22]=[C:23]([C:25]2[CH:30]=[CH:29][C:28]([Cl:31])=[CH:27][C:26]=2[Cl:32])[N:24]=[C:20]1[C@@:19]([NH2:37])([S:46]([CH2:45][C:39]1[CH:44]=[CH:43][CH:42]=[CH:41][CH:40]=1)(=[O:48])=[O:47])[CH2:18][C:15]1[CH:16]=[CH:17][C:12]([O:11][C:8]2[CH:9]=[CH:10][C:5]([C:4]([OH:38])=[O:3])=[CH:6][CH:7]=2)=[CH:13][CH:14]=1)[CH2:34][CH2:35][CH3:36], predict the reactants needed to synthesize it. The reactants are: Cl.C[O:3][C:4](=[O:38])[C:5]1[CH:10]=[CH:9][C:8]([O:11][C:12]2[CH:17]=[CH:16][C:15]([CH2:18][C@H:19]([NH2:37])[C:20]3[N:21]([CH2:33][CH2:34][CH2:35][CH3:36])[CH:22]=[C:23]([C:25]4[CH:30]=[CH:29][C:28]([Cl:31])=[CH:27][C:26]=4[Cl:32])[N:24]=3)=[CH:14][CH:13]=2)=[CH:7][CH:6]=1.[C:39]1([CH2:45][S:46](Cl)(=[O:48])=[O:47])[CH:44]=[CH:43][CH:42]=[CH:41][CH:40]=1.